From a dataset of Forward reaction prediction with 1.9M reactions from USPTO patents (1976-2016). Predict the product of the given reaction. (1) Given the reactants [C:1]([C:3]1[CH:4]=[CH:5][C:6]([C:9]2[N:13]([C:14]3[CH:15]=[N:16][C:17]([O:20][CH3:21])=[CH:18][CH:19]=3)[N:12]=[C:11]([C:22]([N:24]3[CH2:29][CH2:28][C:27]([F:31])([F:30])[CH2:26][CH2:25]3)=[O:23])[N:10]=2)=[N:7][CH:8]=1)#[N:2].[H][H], predict the reaction product. The product is: [NH2:2][CH2:1][C:3]1[CH:4]=[CH:5][C:6]([C:9]2[N:13]([C:14]3[CH:15]=[N:16][C:17]([O:20][CH3:21])=[CH:18][CH:19]=3)[N:12]=[C:11]([C:22]([N:24]3[CH2:25][CH2:26][C:27]([F:30])([F:31])[CH2:28][CH2:29]3)=[O:23])[N:10]=2)=[N:7][CH:8]=1. (2) Given the reactants [Br:1][C:2]1[CH:12]=[CH:11][C:5]([O:6][CH2:7][C:8]([NH2:10])=[O:9])=[C:4]([C:13]#[N:14])[CH:3]=1.N1CCC[CH2:17][CH2:16]1.[CH3:21][O:22][C:23]1[CH:30]=[CH:29][C:26]([CH2:27][NH2:28])=[CH:25][CH:24]=1, predict the reaction product. The product is: [Br:1][C:2]1[CH:12]=[CH:11][C:5]2[O:6][C:7]3[C:8](=[O:9])[NH:10][C:16]([CH2:17][NH:28][CH2:27][C:26]4[CH:29]=[CH:30][C:23]([O:22][CH3:21])=[CH:24][CH:25]=4)=[N:14][C:13]=3[C:4]=2[CH:3]=1. (3) Given the reactants [Cl:1][C:2]1[CH:7]=[CH:6][C:5]([CH:8](Cl)[C:9]2[CH:14]=[CH:13][CH:12]=[CH:11][CH:10]=2)=[CH:4][CH:3]=1.C([O-])([O-])=[O:17].[K+].[K+], predict the reaction product. The product is: [Cl:1][C:2]1[CH:7]=[CH:6][C:5]([CH:8]([C:9]2[CH:14]=[CH:13][CH:12]=[CH:11][CH:10]=2)[OH:17])=[CH:4][CH:3]=1.